From a dataset of Forward reaction prediction with 1.9M reactions from USPTO patents (1976-2016). Predict the product of the given reaction. (1) The product is: [CH3:22][O:21][C:9]1[C:8]2[CH2:7][CH2:6][NH:25][CH2:15][CH2:14][C:13]=2[CH:12]=[CH:11][CH:10]=1. Given the reactants CS(O[CH2:6][CH2:7][C:8]1[C:13]([CH2:14][CH2:15]OS(C)(=O)=O)=[CH:12][CH:11]=[CH:10][C:9]=1[O:21][CH3:22])(=O)=O.C(#[N:25])C, predict the reaction product. (2) Given the reactants C(N(CC)CC)C.N([C:11]1[CH:18]=[CH:17][C:14]([C:15]#[N:16])=[C:13]([C:19]([F:22])([F:21])[F:20])[CH:12]=1)=C=S.CC1C=CC(NC2(C#N)CCCCC2)=CC=1.ClCCl.CC(C)=O, predict the reaction product. The product is: [F:20][C:19]([F:21])([F:22])[C:13]1[CH:12]=[CH:11][CH:18]=[CH:17][C:14]=1[C:15]#[N:16].